From a dataset of Catalyst prediction with 721,799 reactions and 888 catalyst types from USPTO. Predict which catalyst facilitates the given reaction. (1) Reactant: [C:1]1([C:7]2[C:16]3[C:11](=[CH:12][CH:13]=[CH:14][CH:15]=3)[C:10](=[O:17])[NH:9][N:8]=2)[CH:6]=[CH:5][CH:4]=[CH:3][CH:2]=1.CC([O-])(C)C.[K+].C[N:25](C=O)C.C1(P(ON)(C2C=CC=CC=2)=O)C=CC=CC=1. Product: [NH2:25][N:9]1[N:8]=[C:7]([C:1]2[CH:2]=[CH:3][CH:4]=[CH:5][CH:6]=2)[C:16]2[C:11](=[CH:12][CH:13]=[CH:14][CH:15]=2)[C:10]1=[O:17]. The catalyst class is: 25. (2) Reactant: [CH3:1][C:2]1[CH:7]=[CH:6][C:5]([S:8]([NH2:11])(=[O:10])=[O:9])=[C:4]([NH2:12])[CH:3]=1.[I:13]Cl. Product: [I:13][C:7]1[C:2]([CH3:1])=[CH:3][C:4]([NH2:12])=[C:5]([S:8]([NH2:11])(=[O:9])=[O:10])[CH:6]=1. The catalyst class is: 22. (3) The catalyst class is: 19. Product: [F:1][C:2]1[CH:17]=[C:16]([F:18])[CH:15]=[CH:14][C:3]=1[NH:4][C:5]1[C:6]([NH2:11])=[CH:7][CH:8]=[CH:9][CH:10]=1. Reactant: [F:1][C:2]1[CH:17]=[C:16]([F:18])[CH:15]=[CH:14][C:3]=1[NH:4][C:5]1[CH:10]=[CH:9][CH:8]=[CH:7][C:6]=1[N+:11]([O-])=O. (4) Reactant: [N:1]1([CH:14]2[CH2:19][CH2:18][CH2:17][NH:16][CH2:15]2)[C:12]2=[C:13]3[C:8](=[CH:9][CH:10]=[CH:11]2)[CH:7]=[N:6][CH:5]=[C:4]3[CH2:3][CH2:2]1.[CH3:20][O:21][C:22]1[CH:29]=[CH:28][C:25]([CH:26]=O)=[CH:24][CH:23]=1.C(O[BH-](OC(=O)C)OC(=O)C)(=O)C.[Na+].C(=O)([O-])O.[Na+]. Product: [CH3:20][O:21][C:22]1[CH:29]=[CH:28][C:25]([CH2:26][N:16]2[CH2:17][CH2:18][CH2:19][CH:14]([N:1]3[C:12]4=[C:13]5[C:8](=[CH:9][CH:10]=[CH:11]4)[CH:7]=[N:6][CH:5]=[C:4]5[CH2:3][CH2:2]3)[CH2:15]2)=[CH:24][CH:23]=1. The catalyst class is: 26. (5) Reactant: [Cl:1][C:2]1[CH:7]=[C:6]([Cl:8])[CH:5]=[CH:4][C:3]=1[C:9]1[CH:10]=[C:11]([CH2:26][OH:27])[C:12]([CH3:25])=[N:13][C:14]=1[C:15]1[CH:20]=[CH:19][C:18]([C:21]([F:24])([F:23])[F:22])=[CH:17][CH:16]=1.[H-].[Na+].[CH2:30]([O:32][C:33](=[O:38])[C:34](Br)([CH3:36])[CH3:35])[CH3:31]. Product: [CH2:30]([O:32][C:33](=[O:38])[C:34]([O:27][CH2:26][C:11]1[C:12]([CH3:25])=[N:13][C:14]([C:15]2[CH:16]=[CH:17][C:18]([C:21]([F:24])([F:22])[F:23])=[CH:19][CH:20]=2)=[C:9]([C:3]2[CH:4]=[CH:5][C:6]([Cl:8])=[CH:7][C:2]=2[Cl:1])[CH:10]=1)([CH3:36])[CH3:35])[CH3:31]. The catalyst class is: 589.